This data is from Catalyst prediction with 721,799 reactions and 888 catalyst types from USPTO. The task is: Predict which catalyst facilitates the given reaction. (1) Reactant: [CH2:1]([N:8]1[C:12]2=[N:13][CH:14]=[CH:15][C:16]([O:17]C)=[C:11]2[CH:10]=[C:9]1[CH3:19])[C:2]1[CH:7]=[CH:6][CH:5]=[CH:4][CH:3]=1.[NH4+].[Cl-].Cl. Product: [CH2:1]([N:8]1[C:12]2[N:13]=[CH:14][CH:15]=[C:16]([OH:17])[C:11]=2[CH:10]=[C:9]1[CH3:19])[C:2]1[CH:3]=[CH:4][CH:5]=[CH:6][CH:7]=1. The catalyst class is: 3. (2) Reactant: [Cl:1][C:2]1[C:7]([Cl:8])=[C:6]([F:9])[CH:5]=[CH:4][C:3]=1[C:10]([N:12]1[CH2:17][CH2:16][NH:15][C:14](=O)[CH2:13]1)=[O:11].F[B-](F)(F)F.C([O+](CC)CC)C.[S:31]1[C:35]([C:36]([NH:38][NH2:39])=O)=[N:34][CH:33]=[N:32]1.ClCCl.CO. Product: [Cl:1][C:2]1[C:7]([Cl:8])=[C:6]([F:9])[CH:5]=[CH:4][C:3]=1[C:10]([N:12]1[CH2:17][CH2:16][N:15]2[C:36]([C:35]3[S:31][N:32]=[CH:33][N:34]=3)=[N:38][N:39]=[C:14]2[CH2:13]1)=[O:11]. The catalyst class is: 4. (3) Reactant: [NH2:1][C:2]1[C:3]([NH:22][CH:23]2[CH2:27][CH2:26][CH2:25][CH2:24]2)=[N:4][C:5]([NH:8][C:9]2[CH:14]=[CH:13][C:12]([N:15]3[CH2:20][CH2:19][N:18]([CH3:21])[CH2:17][CH2:16]3)=[CH:11][CH:10]=2)=[N:6][CH:7]=1.[C:28](OCC)(=[O:34])[C:29](OCC)=[O:30]. Product: [CH:23]1([N:22]2[C:3]3[N:4]=[C:5]([NH:8][C:9]4[CH:14]=[CH:13][C:12]([N:15]5[CH2:16][CH2:17][N:18]([CH3:21])[CH2:19][CH2:20]5)=[CH:11][CH:10]=4)[N:6]=[CH:7][C:2]=3[NH:1][C:29](=[O:30])[C:28]2=[O:34])[CH2:24][CH2:25][CH2:26][CH2:27]1. The catalyst class is: 486. (4) Reactant: Cl.[C@@H:2]1([N:11]2[CH:18]=[N:17][C:15]([NH2:16])=[N:14][C:12]2=[O:13])[O:10][C@H:7]([CH2:8][OH:9])[C@@H:5]([OH:6])[C@H:3]1[OH:4].C(N(CC)CC)C. Product: [C@@H:2]1([N:11]2[CH:18]=[N:17][C:15]([NH2:16])=[N:14][C:12]2=[O:13])[O:10][C@H:7]([CH2:8][OH:9])[C@@H:5]([OH:6])[C@H:3]1[OH:4]. The catalyst class is: 5.